Task: Predict the product of the given reaction.. Dataset: Forward reaction prediction with 1.9M reactions from USPTO patents (1976-2016) Given the reactants [CH2:1]([O:8][C:9]1[CH:10]=[C:11]([C:20](=[O:26])[CH:21](OCC)O)[C:12]2[O:17][CH2:16][C:15](=[O:18])[NH:14][C:13]=2[CH:19]=1)[C:2]1[CH:7]=[CH:6][CH:5]=[CH:4][CH:3]=1.[CH2:27]([C:29]1[CH:34]=[CH:33][C:32]([CH2:35][C:36]([NH2:39])([CH3:38])[CH3:37])=[CH:31][CH:30]=1)[CH3:28].Cl, predict the reaction product. The product is: [CH2:1]([O:8][C:9]1[CH:10]=[C:11]([CH:20]([OH:26])[CH2:21][NH:39][C:36]([CH3:38])([CH3:37])[CH2:35][C:32]2[CH:33]=[CH:34][C:29]([CH2:27][CH3:28])=[CH:30][CH:31]=2)[C:12]2[O:17][CH2:16][C:15](=[O:18])[NH:14][C:13]=2[CH:19]=1)[C:2]1[CH:3]=[CH:4][CH:5]=[CH:6][CH:7]=1.